This data is from Catalyst prediction with 721,799 reactions and 888 catalyst types from USPTO. The task is: Predict which catalyst facilitates the given reaction. (1) Reactant: [CH3:1][O:2][C:3]1[CH:4]=[C:5]([CH2:11][C:12](=O)[CH:13]([CH3:15])[CH3:14])[CH:6]=[CH:7][C:8]=1[O:9][CH3:10].C([O-])(=O)C.[NH4+].[BH3-]C#[N:24].[Na+].[OH-].[Na+]. Product: [CH3:1][O:2][C:3]1[CH:4]=[C:5]([CH2:11][CH:12]([NH2:24])[CH:13]([CH3:15])[CH3:14])[CH:6]=[CH:7][C:8]=1[O:9][CH3:10]. The catalyst class is: 5. (2) Reactant: [CH2:1]([N:3]([CH3:19])[S:4]([NH:7][C:8]1[C:9]([F:18])=[C:10]([CH:15]=[CH:16][CH:17]=1)[C:11](OC)=[O:12])(=[O:6])=[O:5])[CH3:2].[H-].[H-].[H-].[H-].[Li+].[Al+3]. Product: [CH2:1]([N:3]([CH3:19])[S:4]([NH:7][C:8]1[CH:17]=[CH:16][CH:15]=[C:10]([CH2:11][OH:12])[C:9]=1[F:18])(=[O:6])=[O:5])[CH3:2]. The catalyst class is: 1. (3) Reactant: [CH2:1]([CH:4]1[CH2:13][N:12]([C:14]([O:16][CH2:17][C:18]2[CH:23]=[CH:22][CH:21]=[CH:20][CH:19]=2)=[O:15])[CH2:11][CH2:10][C:5]21[O:9][CH2:8][CH2:7][O:6]2)[CH:2]=C.[BH4-].[Na+].C(OCC)(=[O:28])C.O. Product: [OH:28][CH2:2][CH2:1][CH:4]1[CH2:13][N:12]([C:14]([O:16][CH2:17][C:18]2[CH:19]=[CH:20][CH:21]=[CH:22][CH:23]=2)=[O:15])[CH2:11][CH2:10][C:5]21[O:6][CH2:7][CH2:8][O:9]2. The catalyst class is: 2. (4) The catalyst class is: 110. Product: [NH2:6][C:5]1[CH:7]=[CH:8][C:2]([C:12]2[N:11]([CH3:10])[C:15]([C:16]#[N:17])=[CH:14][CH:13]=2)=[C:3]([F:9])[CH:4]=1. Reactant: Br[C:2]1[CH:8]=[CH:7][C:5]([NH2:6])=[CH:4][C:3]=1[F:9].[CH3:10][N:11]1[C:15]([C:16]#[N:17])=[CH:14][CH:13]=[C:12]1B(O)O.[F-].[K+]. (5) Reactant: [CH2:1]([O:3][C:4](=[O:16])[CH:5]=[CH:6][C:7]1[CH:12]=[CH:11][CH:10]=[C:9]([N+:13]([O-])=O)[CH:8]=1)[CH3:2]. Product: [CH2:1]([O:3][C:4](=[O:16])[CH2:5][CH2:6][C:7]1[CH:12]=[CH:11][CH:10]=[C:9]([NH2:13])[CH:8]=1)[CH3:2]. The catalyst class is: 19.